Predict the reactants needed to synthesize the given product. From a dataset of Full USPTO retrosynthesis dataset with 1.9M reactions from patents (1976-2016). (1) Given the product [CH:6]1([CH2:5][CH:4]([C:11]2[CH:21]=[CH:20][C:14]3[S:15](=[O:19])(=[O:18])[CH2:16][CH2:17][C:13]=3[CH:12]=2)[C:3]([OH:22])=[O:2])[CH2:10][CH2:9][CH2:8][CH2:7]1, predict the reactants needed to synthesize it. The reactants are: C[O:2][C:3](=[O:22])[CH:4]([C:11]1[CH:21]=[CH:20][C:14]2[S:15](=[O:19])(=[O:18])[CH2:16][CH2:17][C:13]=2[CH:12]=1)[CH2:5][CH:6]1[CH2:10][CH2:9][CH2:8][CH2:7]1.O.[OH-].[Li+]. (2) Given the product [C:21]1([C:8]2[NH:7][C:6](=[O:5])[CH:11]=[C:10]([C:12]3[C:20]4[C:15](=[N:16][CH:17]=[CH:18][CH:19]=4)[NH:14][CH:13]=3)[CH:9]=2)[CH:26]=[CH:25][CH:24]=[CH:23][CH:22]=1, predict the reactants needed to synthesize it. The reactants are: C([O:5][C:6]1[CH:11]=[C:10]([C:12]2[C:20]3[C:15](=[N:16][CH:17]=[CH:18][CH:19]=3)[NH:14][CH:13]=2)[CH:9]=[C:8]([C:21]2[CH:26]=[CH:25][CH:24]=[CH:23][CH:22]=2)[N:7]=1)(C)(C)C.FC(F)(F)C(O)=O. (3) Given the product [Cl:1][C:2]1[N:6]2[CH:7]=[C:8]([C:15]3[CH:19]=[CH:18][O:17][CH:16]=3)[CH:9]=[C:10]([C:11]([F:14])([F:13])[F:12])[C:5]2=[N:4][C:3]=1[C:20]([NH2:24])=[O:21], predict the reactants needed to synthesize it. The reactants are: [Cl:1][C:2]1[N:6]2[CH:7]=[C:8]([C:15]3[CH:19]=[CH:18][O:17][CH:16]=3)[CH:9]=[C:10]([C:11]([F:14])([F:13])[F:12])[C:5]2=[N:4][C:3]=1[C:20](O)=[O:21].[Cl-].[NH4+:24]. (4) Given the product [CH:3]1[N:7]=[CH:6][N:5]([CH2:8][C:9]([P:11]([O-:14])([OH:13])=[O:12])([P:15]([O-:17])([OH:18])=[O:16])[OH:10])[CH:4]=1.[OH2:21].[OH2:1].[OH2:10].[OH2:10].[Na+:2].[Na+:2], predict the reactants needed to synthesize it. The reactants are: [OH-:1].[Na+:2].[CH:3]1[N:7]=[CH:6][N:5]([CH2:8][C:9]([P:15]([OH:18])([OH:17])=[O:16])([P:11]([OH:14])([OH:13])=[O:12])[OH:10])[CH:4]=1.C([OH:21])C. (5) Given the product [Cl:18][C:19]1[N:20]=[C:21]([C:3]2[CH:4]=[CH:5][CH:6]=[C:7]([F:8])[C:2]=2[F:1])[CH:22]=[CH:23][C:24]=1[CH:25]=[O:26], predict the reactants needed to synthesize it. The reactants are: [F:1][C:2]1[C:7]([F:8])=[CH:6][CH:5]=[CH:4][C:3]=1B(O)O.C(=O)([O-])[O-].[K+].[K+].[Cl:18][C:19]1[C:24]([CH:25]=[O:26])=[CH:23][CH:22]=[C:21](Cl)[N:20]=1.C1(C)C=CC=CC=1P(C1C=CC=CC=1C)C1C=CC=CC=1C. (6) The reactants are: [CH2:1]([O:8][C:9]([N:11]([CH2:32][C:33]([N:35]1[CH2:39][C@@H:38]([F:40])[CH2:37][C@H:36]1[C:41]#[N:42])=[O:34])[C:12]12[CH2:19][CH2:18][C:15]([C:20](ON3C4C=CC=CC=4N=N3)=[O:21])([CH2:16][CH2:17]1)[CH2:14][CH2:13]2)=[O:10])[C:2]1[CH:7]=[CH:6][CH:5]=[CH:4][CH:3]=1.[NH:43]1[CH2:48][CH2:47][CH2:46][CH2:45][CH2:44]1. Given the product [CH2:1]([O:8][C:9]([N:11]([CH2:32][C:33]([N:35]1[CH2:39][C@@H:38]([F:40])[CH2:37][C@H:36]1[C:41]#[N:42])=[O:34])[C:12]12[CH2:13][CH2:14][C:15]([C:20]([N:43]3[CH2:48][CH2:47][CH2:46][CH2:45][CH2:44]3)=[O:21])([CH2:18][CH2:19]1)[CH2:16][CH2:17]2)=[O:10])[C:2]1[CH:3]=[CH:4][CH:5]=[CH:6][CH:7]=1, predict the reactants needed to synthesize it.